This data is from Forward reaction prediction with 1.9M reactions from USPTO patents (1976-2016). The task is: Predict the product of the given reaction. (1) Given the reactants [F:1][C:2]1[CH:7]=[CH:6][C:5]([S:8][C:9]2[N:10]=[N:11][C:12]([O:15]C)=[CH:13][CH:14]=2)=[CH:4][CH:3]=1.Cl, predict the reaction product. The product is: [F:1][C:2]1[CH:7]=[CH:6][C:5]([S:8][C:9]2[CH:14]=[CH:13][C:12](=[O:15])[NH:11][N:10]=2)=[CH:4][CH:3]=1. (2) Given the reactants [NH2:1][C:2]1[CH:9]=[CH:8][CH:7]=[CH:6][C:3]=1[CH:4]=O.[F:10][C:11]([F:24])([F:23])[O:12][C:13]1[CH:18]=[CH:17][CH:16]=[CH:15][C:14]=1[CH2:19][CH2:20][C:21]#[N:22], predict the reaction product. The product is: [F:10][C:11]([F:23])([F:24])[O:12][C:13]1[CH:18]=[CH:17][CH:16]=[CH:15][C:14]=1[CH2:19][C:20]1[C:21]([NH2:22])=[N:1][C:2]2[C:3]([CH:4]=1)=[CH:6][CH:7]=[CH:8][CH:9]=2. (3) Given the reactants [NH2:1][CH2:2][C:3]1[CH:8]=[CH:7][C:6](B(O)O)=[CH:5][CH:4]=1.Br[C:13]1[CH:18]=[CH:17][N:16]=[N:15][CH:14]=1.C([O-])([O-])=O.[Na+].[Na+].C(O)C, predict the reaction product. The product is: [N:15]1[CH:14]=[CH:13][C:18]([C:6]2[CH:7]=[CH:8][C:3]([CH2:2][NH2:1])=[CH:4][CH:5]=2)=[CH:17][N:16]=1.